From a dataset of Catalyst prediction with 721,799 reactions and 888 catalyst types from USPTO. Predict which catalyst facilitates the given reaction. (1) Reactant: [Cl:1][C:2]1[CH:3]=[C:4]([CH2:17][N:18]2[C:22]([CH3:23])=[CH:21][C:20]([NH:24]C(=O)OCC[Si](C)(C)C)=[N:19]2)[C:5]2[O:9][C:8]([C:10]3[CH:15]=[CH:14][CH:13]=[CH:12][CH:11]=3)=[CH:7][C:6]=2[CH:16]=1.CCCC[N+](CCCC)(CCCC)CCCC.[F-]. Product: [Cl:1][C:2]1[CH:3]=[C:4]([CH2:17][N:18]2[C:22]([CH3:23])=[CH:21][C:20]([NH2:24])=[N:19]2)[C:5]2[O:9][C:8]([C:10]3[CH:11]=[CH:12][CH:13]=[CH:14][CH:15]=3)=[CH:7][C:6]=2[CH:16]=1. The catalyst class is: 49. (2) Reactant: [Br:1][C:2]1[CH:7]=[CH:6][C:5]([CH:8]2[CH2:11][C:10](=[O:12])[CH2:9]2)=[CH:4][CH:3]=1.[H-].[Al+3].[Li+].[H-].[H-].[H-]. Product: [Br:1][C:2]1[CH:3]=[CH:4][C:5]([C@@H:8]2[CH2:9][C@H:10]([OH:12])[CH2:11]2)=[CH:6][CH:7]=1. The catalyst class is: 28. (3) Reactant: CO.C([O:10][C:11]1[C:12]([CH3:32])=[C:13]([CH3:31])[C:14]([NH:18][C:19]([C:21]2[C:30]3[C:25](=[CH:26][CH:27]=[CH:28][CH:29]=3)[CH:24]=[CH:23][CH:22]=2)=[O:20])=[N:15][C:16]=1[CH3:17])C1C=CC=CC=1. Product: [OH:10][C:11]1[C:12]([CH3:32])=[C:13]([CH3:31])[C:14]([NH:18][C:19]([C:21]2[C:30]3[C:25](=[CH:26][CH:27]=[CH:28][CH:29]=3)[CH:24]=[CH:23][CH:22]=2)=[O:20])=[N:15][C:16]=1[CH3:17]. The catalyst class is: 45. (4) Reactant: [C:1]1(=O)[CH2:6][CH2:5][CH2:4][CH2:3][CH2:2]1.[NH2:8][C:9]1[CH:10]=[C:11]2[C:15](=[CH:16][CH:17]=1)[NH:14][N:13]=[CH:12]2.C(O)(=O)C.C(=O)([O-])O.[Na+]. Product: [CH:1]1([NH:8][C:9]2[CH:10]=[C:11]3[C:15](=[CH:16][CH:17]=2)[NH:14][N:13]=[CH:12]3)[CH2:6][CH2:5][CH2:4][CH2:3][CH2:2]1. The catalyst class is: 5. (5) Reactant: Cl[CH2:2][C:3]1[N:4]=[C:5]([C:9]2[CH:14]=[CH:13][CH:12]=[CH:11][CH:10]=2)[O:6][C:7]=1[CH3:8].[OH:15][C:16]1[CH:25]=[CH:24][C:19]([C:20]([O:22][CH3:23])=[O:21])=[CH:18][CH:17]=1.C(=O)([O-])[O-].[K+].[K+]. Product: [CH3:23][O:22][C:20](=[O:21])[C:19]1[CH:24]=[CH:25][C:16]([O:15][CH2:2][C:3]2[N:4]=[C:5]([C:9]3[CH:14]=[CH:13][CH:12]=[CH:11][CH:10]=3)[O:6][C:7]=2[CH3:8])=[CH:17][CH:18]=1. The catalyst class is: 3. (6) Reactant: [F:1][C:2]([F:15])([F:14])[O:3][C:4]1[CH:13]=[CH:12][C:7]2[N:8]=[C:9]([NH2:11])[S:10][C:6]=2[CH:5]=1.[CH3:16][O:17][C:18](Cl)=[O:19].C(N(CC)CC)C. Product: [CH3:16][O:17][C:18](=[O:19])[NH:11][C:9]1[S:10][C:6]2[CH:5]=[C:4]([O:3][C:2]([F:1])([F:14])[F:15])[CH:13]=[CH:12][C:7]=2[N:8]=1. The catalyst class is: 2. (7) Reactant: [N:1]([CH2:4][C@H:5]1[CH2:14][CH2:13][C:12]2[C:7](=[C:8]([C:16]3[CH:21]=[CH:20][CH:19]=[CH:18][C:17]=3[CH3:22])[C:9]([Cl:15])=[CH:10][CH:11]=2)[O:6]1)=[N+]=[N-].C1(P(C2C=CC=CC=2)C2C=CC=CC=2)C=CC=CC=1. Product: [ClH:15].[Cl:15][C:9]1[C:8]([C:16]2[CH:21]=[CH:20][CH:19]=[CH:18][C:17]=2[CH3:22])=[C:7]2[C:12]([CH2:13][CH2:14][C@H:5]([CH2:4][NH2:1])[O:6]2)=[CH:11][CH:10]=1. The catalyst class is: 20.